This data is from Catalyst prediction with 721,799 reactions and 888 catalyst types from USPTO. The task is: Predict which catalyst facilitates the given reaction. (1) Reactant: [Cl:1][C:2]1[CH:7]=[C:6]([NH:8][C:9]2[CH:10]=[C:11]([CH:15]=[CH:16][CH:17]=2)C(O)=O)[C:5]([Cl:18])=[CH:4][N:3]=1.Cl.CN(C)CCCN=C=NCC.[OH:31][C:32]1C2N=NNC=2C=CC=1.Cl.[O:42]([NH2:44])[CH3:43].C(N(C(C)C)CC)(C)C. Product: [Cl:1][C:2]1[CH:7]=[C:6]([NH:8][C:9]2[CH:17]=[CH:16][CH:15]=[CH:11][C:10]=2[C:32]([NH:44][O:42][CH3:43])=[O:31])[C:5]([Cl:18])=[CH:4][N:3]=1. The catalyst class is: 9. (2) Reactant: [Cl:1][C:2]1[CH:21]=[CH:20][CH:19]=[C:18]([Cl:22])[C:3]=1[CH2:4][CH:5]1[CH2:9][CH2:8][N:7]([CH:10]2[CH2:15][CH2:14][C:13](=O)[CH2:12][CH2:11]2)[C:6]1=[O:17].[CH3:23][NH2:24].C(O[BH-](OC(=O)C)OC(=O)C)(=O)C.[Na+].C(O)(=O)C. Product: [Cl:1][C:2]1[CH:21]=[CH:20][CH:19]=[C:18]([Cl:22])[C:3]=1[CH2:4][CH:5]1[CH2:9][CH2:8][N:7]([CH:10]2[CH2:15][CH2:14][CH:13]([NH:24][CH3:23])[CH2:12][CH2:11]2)[C:6]1=[O:17]. The catalyst class is: 4. (3) Reactant: [O:1]=[S:2]1(=[O:51])[CH2:7][CH2:6][N:5]([CH2:8][C:9]([NH:11][C@:12]23[CH2:47][CH2:46][C@@H:45]([C:48]([CH3:50])=[CH2:49])[C@@H:13]2[C@@H:14]2[C@@:27]([CH3:30])([CH2:28][CH2:29]3)[C@@:26]3([CH3:31])[C@@H:17]([C@:18]4([CH3:44])[C@@H:23]([CH2:24][CH2:25]3)[C:22]([CH3:33])([CH3:32])[C:21]([C:34]3[CH:43]=[CH:42][C:37]([C:38]([O:40][CH3:41])=[O:39])=[CH:36][CH:35]=3)=[CH:20][CH2:19]4)[CH2:16][CH2:15]2)=O)[CH2:4][CH2:3]1.CCN(C(C)C)C(C)C.[C:61](Cl)(=[O:63])[CH3:62]. Product: [C:61]([N:11]([CH2:9][CH2:8][N:5]1[CH2:4][CH2:3][S:2](=[O:51])(=[O:1])[CH2:7][CH2:6]1)[C@:12]12[CH2:47][CH2:46][C@@H:45]([C:48]([CH3:50])=[CH2:49])[C@@H:13]1[C@@H:14]1[C@@:27]([CH3:30])([CH2:28][CH2:29]2)[C@@:26]2([CH3:31])[C@@H:17]([C@:18]3([CH3:44])[C@@H:23]([CH2:24][CH2:25]2)[C:22]([CH3:33])([CH3:32])[C:21]([C:34]2[CH:35]=[CH:36][C:37]([C:38]([O:40][CH3:41])=[O:39])=[CH:42][CH:43]=2)=[CH:20][CH2:19]3)[CH2:16][CH2:15]1)(=[O:63])[CH3:62]. The catalyst class is: 68. (4) Reactant: [H-].[H-].[H-].[H-].[Li+].[Al+3].[N:7]([CH2:10][C:11]([C:13]1[CH:18]=[CH:17][C:16]([O:19][CH2:20][C:21]2[CH:26]=[CH:25][CH:24]=[CH:23][CH:22]=2)=[CH:15][CH:14]=1)=[O:12])=[N+]=[N-].O.[OH-].[Na+]. Product: [NH2:7][CH2:10][CH:11]([C:13]1[CH:18]=[CH:17][C:16]([O:19][CH2:20][C:21]2[CH:26]=[CH:25][CH:24]=[CH:23][CH:22]=2)=[CH:15][CH:14]=1)[OH:12]. The catalyst class is: 1. (5) Reactant: [OH:1][C:2]1[CH:3]=[C:4]([CH:8]=[C:9]([OH:11])[CH:10]=1)[C:5]([OH:7])=[O:6].[CH3:12]O. Product: [OH:1][C:2]1[CH:3]=[C:4]([CH:8]=[C:9]([OH:11])[CH:10]=1)[C:5]([O:7][CH3:12])=[O:6]. The catalyst class is: 82.